Dataset: NCI-60 drug combinations with 297,098 pairs across 59 cell lines. Task: Regression. Given two drug SMILES strings and cell line genomic features, predict the synergy score measuring deviation from expected non-interaction effect. Drug 1: C1=C(C(=O)NC(=O)N1)N(CCCl)CCCl. Drug 2: C1=CC=C(C(=C1)C(C2=CC=C(C=C2)Cl)C(Cl)Cl)Cl. Cell line: SK-MEL-28. Synergy scores: CSS=4.15, Synergy_ZIP=-4.34, Synergy_Bliss=-2.47, Synergy_Loewe=-9.18, Synergy_HSA=-2.99.